This data is from Forward reaction prediction with 1.9M reactions from USPTO patents (1976-2016). The task is: Predict the product of the given reaction. Given the reactants [C:1](O)(=[O:4])[CH:2]=[CH2:3], predict the reaction product. The product is: [CH3:1][CH2:2][CH3:3].[CH2:1]=[CH:2][CH3:3].[CH:1]([CH:2]=[CH2:3])=[O:4].